From a dataset of NCI-60 drug combinations with 297,098 pairs across 59 cell lines. Regression. Given two drug SMILES strings and cell line genomic features, predict the synergy score measuring deviation from expected non-interaction effect. (1) Cell line: A498. Drug 2: C1CN(P(=O)(OC1)NCCCl)CCCl. Synergy scores: CSS=-1.41, Synergy_ZIP=2.13, Synergy_Bliss=3.10, Synergy_Loewe=-3.20, Synergy_HSA=-2.86. Drug 1: COC1=NC(=NC2=C1N=CN2C3C(C(C(O3)CO)O)O)N. (2) Drug 1: C1CC(CNC1)C2=CC=C(C=C2)N3C=C4C=CC=C(C4=N3)C(=O)N. Drug 2: C1=CC(=C(C=C1I)F)NC2=C(C=CC(=C2F)F)C(=O)NOCC(CO)O. Cell line: HT29. Synergy scores: CSS=59.5, Synergy_ZIP=0.000365, Synergy_Bliss=-0.724, Synergy_Loewe=-19.4, Synergy_HSA=2.20. (3) Drug 1: C1=NC2=C(N=C(N=C2N1C3C(C(C(O3)CO)O)O)F)N. Drug 2: C(=O)(N)NO. Cell line: HOP-62. Synergy scores: CSS=18.0, Synergy_ZIP=1.49, Synergy_Bliss=2.50, Synergy_Loewe=-19.4, Synergy_HSA=-5.02. (4) Drug 2: CCC1=C2CN3C(=CC4=C(C3=O)COC(=O)C4(CC)O)C2=NC5=C1C=C(C=C5)O. Cell line: CAKI-1. Drug 1: C1=NC2=C(N=C(N=C2N1C3C(C(C(O3)CO)O)F)Cl)N. Synergy scores: CSS=34.4, Synergy_ZIP=0.0103, Synergy_Bliss=1.08, Synergy_Loewe=-3.21, Synergy_HSA=1.98. (5) Drug 1: C1C(C(OC1N2C=C(C(=O)NC2=O)F)CO)O. Drug 2: C1=NC2=C(N1)C(=S)N=CN2. Cell line: NCI-H460. Synergy scores: CSS=63.2, Synergy_ZIP=1.48, Synergy_Bliss=2.24, Synergy_Loewe=-26.8, Synergy_HSA=5.80. (6) Drug 1: CC1C(C(CC(O1)OC2CC(CC3=C2C(=C4C(=C3O)C(=O)C5=C(C4=O)C(=CC=C5)OC)O)(C(=O)CO)O)N)O.Cl. Drug 2: C1=CC(=CC=C1CCCC(=O)O)N(CCCl)CCCl. Cell line: A498. Synergy scores: CSS=7.45, Synergy_ZIP=-0.469, Synergy_Bliss=0.0209, Synergy_Loewe=-1.99, Synergy_HSA=0.312. (7) Drug 2: C1C(C(OC1N2C=NC3=C2NC=NCC3O)CO)O. Drug 1: C1C(C(OC1N2C=NC3=C(N=C(N=C32)Cl)N)CO)O. Synergy scores: CSS=59.9, Synergy_ZIP=-4.52, Synergy_Bliss=-9.32, Synergy_Loewe=-22.7, Synergy_HSA=-6.33. Cell line: HCC-2998.